Dataset: CYP2D6 inhibition data for predicting drug metabolism from PubChem BioAssay. Task: Regression/Classification. Given a drug SMILES string, predict its absorption, distribution, metabolism, or excretion properties. Task type varies by dataset: regression for continuous measurements (e.g., permeability, clearance, half-life) or binary classification for categorical outcomes (e.g., BBB penetration, CYP inhibition). Dataset: cyp2d6_veith. (1) The drug is O=C(Nc1ccc(Cl)cc1)OC(CN1CCCCC1)C(F)(F)F. The result is 1 (inhibitor). (2) The drug is Clc1ccccc1-c1nc(NC2CCNCC2)c2ccccc2n1. The result is 0 (non-inhibitor). (3) The compound is COc1ccc(NC(=O)N2CC3(CCN(C(=O)c4ccco4)CC3)C2)cc1. The result is 0 (non-inhibitor). (4) The drug is CO[C@@H]1COC(=O)C/C=C\[C@@H](C)COC(=O)[C@H](COCc2ccccc2)NC(=O)C/C=C\[C@H]1C. The result is 0 (non-inhibitor). (5) The drug is CNC(=O)c1c(I)c(C(=O)NCC(=O)Nc2c(I)c(C(=O)O)c(I)c(C(=O)NCCO)c2I)c(I)c(N(C)C(C)=O)c1I. The result is 0 (non-inhibitor). (6) The molecule is Cl.O=C(NCCCn1ccnc1)c1ccc(S(=O)(=O)N2CCCCCC2)cc1. The result is 1 (inhibitor). (7) The compound is N[C@@](C(=O)O)(c1ccc(P(=O)(O)O)cc1)C1CC1. The result is 0 (non-inhibitor).